Dataset: Full USPTO retrosynthesis dataset with 1.9M reactions from patents (1976-2016). Task: Predict the reactants needed to synthesize the given product. Given the product [Br:1][C:2]1[CH:3]=[N:4][C:5]2[N:6]([N:8]=[C:9]([C:11]([N:25]3[CH2:24][CH2:23][C:22]4[C:27](=[CH:28][CH:29]=[C:20]([C:19]5[C:15]([CH3:14])=[N:16][O:17][C:18]=5[CH3:31])[CH:21]=4)[CH:26]3[CH3:30])=[O:13])[CH:10]=2)[CH:7]=1, predict the reactants needed to synthesize it. The reactants are: [Br:1][C:2]1[CH:3]=[N:4][C:5]2[N:6]([N:8]=[C:9]([C:11]([OH:13])=O)[CH:10]=2)[CH:7]=1.[CH3:14][C:15]1[C:19]([C:20]2[CH:21]=[C:22]3[C:27](=[CH:28][CH:29]=2)[CH:26]([CH3:30])[NH:25][CH2:24][CH2:23]3)=[C:18]([CH3:31])[O:17][N:16]=1.